Dataset: Forward reaction prediction with 1.9M reactions from USPTO patents (1976-2016). Task: Predict the product of the given reaction. (1) Given the reactants [CH2:1]([C:3]1[C:7]([C:8](O)=[O:9])=[C:6]([C:11]2[CH:16]=[CH:15][C:14]([CH3:17])=[CH:13][C:12]=2[F:18])[S:5][N:4]=1)[CH3:2], predict the reaction product. The product is: [CH2:1]([C:3]1[C:7]([CH2:8][OH:9])=[C:6]([C:11]2[CH:16]=[CH:15][C:14]([CH3:17])=[CH:13][C:12]=2[F:18])[S:5][N:4]=1)[CH3:2]. (2) Given the reactants [CH2:1]([OH:4])[CH2:2][OH:3].[H-].[Na+].[Br:7][C:8]1[CH:9]=[C:10]([N:15]2[CH2:20][CH2:19][O:18][CH2:17][CH2:16]2)[C:11](F)=[N:12][CH:13]=1, predict the reaction product. The product is: [Br:7][C:8]1[CH:9]=[C:10]([N:15]2[CH2:20][CH2:19][O:18][CH2:17][CH2:16]2)[C:11]([O:3][CH2:2][CH2:1][OH:4])=[N:12][CH:13]=1. (3) Given the reactants FC(F)(F)S(O/[C:7](/[C:10]1[CH:11]=[N:12][C:13]([F:16])=[CH:14][CH:15]=1)=[CH:8]\[CH3:9])(=O)=O.[F:19][C:20]1[CH:21]=[N:22][CH:23]=[C:24]([C:43]=1[CH3:44])[C:25]([NH:27][C:28]1[CH:33]=[CH:32][C:31](B2OC(C)(C)C(C)(C)O2)=[CH:30][N:29]=1)=[O:26].C(=O)([O-])[O-].[K+].[K+], predict the reaction product. The product is: [F:19][C:20]1[CH:21]=[N:22][CH:23]=[C:24]([C:43]=1[CH3:44])[C:25]([NH:27][C:28]1[CH:33]=[CH:32][C:31](/[C:7](/[C:10]2[CH:11]=[N:12][C:13]([F:16])=[CH:14][CH:15]=2)=[CH:8]\[CH3:9])=[CH:30][N:29]=1)=[O:26]. (4) Given the reactants [F:1][C:2]([F:13])([F:12])[O:3][C:4]1[CH:11]=[CH:10][C:7]([CH:8]=O)=[CH:6][CH:5]=1.C([O-])([O-])=O.[K+].[K+].[Br-].[CH3:21][O:22][C:23]([C:25]1[CH:50]=[CH:49][C:28]([CH2:29][P+](C2C=CC=CC=2)(C2C=CC=CC=2)C2C=CC=CC=2)=[CH:27][CH:26]=1)=[O:24], predict the reaction product. The product is: [F:1][C:2]([F:13])([F:12])[O:3][C:4]1[CH:11]=[CH:10][C:7](/[CH:8]=[CH:29]/[C:28]2[CH:49]=[CH:50][C:25]([C:23]([O:22][CH3:21])=[O:24])=[CH:26][CH:27]=2)=[CH:6][CH:5]=1. (5) Given the reactants [NH2:1][C:2]1[N:7]=[C:6]([C:8]([NH:10][CH2:11][C:12]2[CH:17]=[CH:16][C:15]([NH:18][C:19]([C:21]3[CH:26]=[CH:25][CH:24]=[CH:23][C:22]=3[C:27]3[CH:32]=[CH:31][C:30]([C:33]([F:36])([F:35])[F:34])=[CH:29][CH:28]=3)=[O:20])=[CH:14][CH:13]=2)=[O:9])[CH:5]=[CH:4][CH:3]=1.[C:37](OC(=O)C)(=[O:39])[CH3:38].O, predict the reaction product. The product is: [C:37]([NH:1][C:2]1[N:7]=[C:6]([C:8]([NH:10][CH2:11][C:12]2[CH:13]=[CH:14][C:15]([NH:18][C:19]([C:21]3[CH:26]=[CH:25][CH:24]=[CH:23][C:22]=3[C:27]3[CH:28]=[CH:29][C:30]([C:33]([F:36])([F:34])[F:35])=[CH:31][CH:32]=3)=[O:20])=[CH:16][CH:17]=2)=[O:9])[CH:5]=[CH:4][CH:3]=1)(=[O:39])[CH3:38]. (6) Given the reactants [CH3:1][O:2][C:3]([C@@H:5]1[C@@H:10]2[CH2:11][C@@H:7]([CH:8]=[CH:9]2)[N:6]1[C@@H](C1C=CC=CC=1)C)=[O:4].[C:28](O[C:28]([O:30][C:31]([CH3:34])([CH3:33])[CH3:32])=[O:29])([O:30][C:31]([CH3:34])([CH3:33])[CH3:32])=[O:29], predict the reaction product. The product is: [CH3:1][O:2][C:3]([C@@H:5]1[C@@H:10]2[CH2:11][C@@H:7]([CH2:8][CH2:9]2)[N:6]1[C:28]([O:30][C:31]([CH3:32])([CH3:33])[CH3:34])=[O:29])=[O:4]. (7) Given the reactants [Br:1][C:2]1[CH:3]=[C:4]2[C@:15]3([N:20]=[C:19]([NH2:21])[CH2:18][O:17][CH2:16]3)[C:14]3[CH:13]=[C:12](Cl)[N:11]=[CH:10][C:9]=3[O:8][C:5]2=[CH:6][CH:7]=1.[CH3:23][O-:24].[Na+], predict the reaction product. The product is: [Br:1][C:2]1[CH:3]=[C:4]2[C@:15]3([N:20]=[C:19]([NH2:21])[CH2:18][O:17][CH2:16]3)[C:14]3[CH:13]=[C:12]([O:24][CH3:23])[N:11]=[CH:10][C:9]=3[O:8][C:5]2=[CH:6][CH:7]=1.